This data is from Forward reaction prediction with 1.9M reactions from USPTO patents (1976-2016). The task is: Predict the product of the given reaction. (1) Given the reactants C(OC(=O)[NH:7][CH2:8][C:9]1[CH:14]=[CH:13][C:12]([C:15]2[CH:20]=[CH:19][C:18]([S:21]([CH3:24])(=[O:23])=[O:22])=[CH:17][CH:16]=2)=[CH:11][CH:10]=1)(C)(C)C.Cl, predict the reaction product. The product is: [CH3:24][S:21]([C:18]1[CH:17]=[CH:16][C:15]([C:12]2[CH:13]=[CH:14][C:9]([CH2:8][NH2:7])=[CH:10][CH:11]=2)=[CH:20][CH:19]=1)(=[O:22])=[O:23]. (2) Given the reactants [NH2:1][C:2]1[CH:7]=[CH:6][C:5]([F:8])=[CH:4][N:3]=1.C[Si]([N-][Si](C)(C)C)(C)C.[K+].C1(C)C=CC=CC=1.[C:26]([C:28]1[CH:29]=[C:30]([O:34][C:35]2[CH:40]=[C:39]([CH3:41])[N:38]=[C:37]([C:42](OC)=[O:43])[CH:36]=2)[CH:31]=[N:32][CH:33]=1)#[N:27].Cl, predict the reaction product. The product is: [C:26]([C:28]1[CH:29]=[C:30]([O:34][C:35]2[CH:40]=[C:39]([CH3:41])[N:38]=[C:37]([C:42]([NH:1][C:2]3[CH:7]=[CH:6][C:5]([F:8])=[CH:4][N:3]=3)=[O:43])[CH:36]=2)[CH:31]=[N:32][CH:33]=1)#[N:27].